This data is from Forward reaction prediction with 1.9M reactions from USPTO patents (1976-2016). The task is: Predict the product of the given reaction. (1) Given the reactants [C:1]([O:5][C:6]([NH:8][C@H:9]1[C@@H:13]([CH3:14])[CH2:12][NH:11][CH2:10]1)=[O:7])([CH3:4])([CH3:3])[CH3:2].[CH3:15][C:16]1[C:17]([F:29])=[C:18]([CH:24]=[C:25]([F:28])[C:26]=1F)[C:19]([O:21][CH2:22][CH3:23])=[O:20].N12CCCN=C1CCCCC2.C(O)(=O)CC(CC(O)=O)(C(O)=O)O, predict the reaction product. The product is: [C:1]([O:5][C:6]([NH:8][C@H:9]1[C@@H:13]([CH3:14])[CH2:12][N:11]([C:26]2[C:25]([F:28])=[CH:24][C:18]([C:19]([O:21][CH2:22][CH3:23])=[O:20])=[C:17]([F:29])[C:16]=2[CH3:15])[CH2:10]1)=[O:7])([CH3:4])([CH3:2])[CH3:3]. (2) Given the reactants [Cl:1][C:2]1[CH:3]=[CH:4][C:5]([O:15][CH2:16][C:17]2[CH:22]=[CH:21][C:20]([O:23][CH3:24])=[CH:19][CH:18]=2)=[C:6]([C:8](=O)[CH2:9][CH2:10][C:11](=O)[CH3:12])[CH:7]=1.[CH2:25]([O:27][C:28](=[O:36])[C:29]1[CH:34]=[C:33]([NH2:35])[CH:32]=[N:31][CH:30]=1)[CH3:26], predict the reaction product. The product is: [CH2:25]([O:27][C:28](=[O:36])[C:29]1[CH:34]=[C:33]([N:35]2[C:11]([CH3:12])=[CH:10][CH:9]=[C:8]2[C:6]2[CH:7]=[C:2]([Cl:1])[CH:3]=[CH:4][C:5]=2[O:15][CH2:16][C:17]2[CH:22]=[CH:21][C:20]([O:23][CH3:24])=[CH:19][CH:18]=2)[CH:32]=[N:31][CH:30]=1)[CH3:26]. (3) The product is: [C:1]([C:5]1[N:13]=[C:12]2[C:8]([N:9]=[CH:10][N:11]2[CH2:18][C:19]2[N:23]([CH:24]3[CH2:26][CH2:25]3)[N:22]=[N:21][N:20]=2)=[C:7]([Cl:14])[N:6]=1)([CH3:4])([CH3:2])[CH3:3]. Given the reactants [C:1]([C:5]1[N:13]=[C:12]2[C:8]([N:9]=[CH:10][NH:11]2)=[C:7]([Cl:14])[N:6]=1)([CH3:4])([CH3:3])[CH3:2].[H-].[Na+].Cl[CH2:18][C:19]1[N:23]([CH:24]2[CH2:26][CH2:25]2)[N:22]=[N:21][N:20]=1, predict the reaction product. (4) Given the reactants Cl.C([SiH2][O:7][C:8](C1C=CC=CC=1)(C1C=CC=CC=1)[C:9]1[N:10]=[CH:11][C:12]2[N:13]([C:15]([C:19]3[C:20](=[O:34])[NH:21][C:22](=[O:33])[C:23]=3[C:24]3[C:32]4[C:27](=[CH:28][CH:29]=[CH:30][CH:31]=4)[NH:26][CH:25]=3)=[C:16]([CH3:18])[N:17]=2)[CH:14]=1)(C)(C)C, predict the reaction product. The product is: [OH:7][CH2:8][C:9]1[N:10]=[CH:11][C:12]2[N:13]([C:15]([C:19]3[C:20](=[O:34])[NH:21][C:22](=[O:33])[C:23]=3[C:24]3[C:32]4[C:27](=[CH:28][CH:29]=[CH:30][CH:31]=4)[NH:26][CH:25]=3)=[C:16]([CH3:18])[N:17]=2)[CH:14]=1. (5) Given the reactants [C:1]([O:5][C:6](=[O:32])[NH:7][CH2:8][CH2:9][CH2:10][NH:11][CH:12]([C:15]1[N:20]([CH2:21][C:22]2[CH:27]=[CH:26][CH:25]=[CH:24][CH:23]=2)[C:19](=[O:28])[C:18]2=[CH:29][CH:30]=[CH:31][N:17]2[N:16]=1)[CH2:13][CH3:14])([CH3:4])([CH3:3])[CH3:2].[Cl:33][C:34]1[CH:42]=[CH:41][C:37]([C:38](Cl)=[O:39])=[CH:36][CH:35]=1.C(N(CC)CC)C, predict the reaction product. The product is: [C:1]([O:5][C:6](=[O:32])[NH:7][CH2:8][CH2:9][CH2:10][N:11]([CH:12]([C:15]1[N:20]([CH2:21][C:22]2[CH:27]=[CH:26][CH:25]=[CH:24][CH:23]=2)[C:19](=[O:28])[C:18]2=[CH:29][CH:30]=[CH:31][N:17]2[N:16]=1)[CH2:13][CH3:14])[C:38](=[O:39])[C:37]1[CH:41]=[CH:42][C:34]([Cl:33])=[CH:35][CH:36]=1)([CH3:2])([CH3:3])[CH3:4]. (6) The product is: [ClH:1].[O:2]1[C@@H:14]2[C@@:15]34[CH2:17][CH2:18][N:19]([CH2:46][CH2:45][C:39]5[CH:44]=[CH:43][CH:42]=[CH:41][CH:40]=5)[C@@H:9]([C@:10]3([O:21][CH2:22][CH2:23][CH2:24][C:25]3[CH:26]=[CH:27][CH:28]=[CH:29][CH:30]=3)[CH2:11][CH2:12][C:13]2=[O:20])[CH2:8][C:7]2=[C:16]4[C:3]1=[C:4]([O:31][CH3:32])[CH:5]=[CH:6]2. Given the reactants [ClH:1].[O:2]1[C@@H:14]2[C@@:15]34[CH2:17][CH2:18][NH:19][C@@H:9]([C@:10]3([O:21][CH2:22][CH2:23][CH2:24][C:25]3[CH:30]=[CH:29][CH:28]=[CH:27][CH:26]=3)[CH2:11][CH2:12][C:13]2=[O:20])[CH2:8][C:7]2=[C:16]4[C:3]1=[C:4]([O:31][CH3:32])[CH:5]=[CH:6]2.C(=O)([O-])[O-].[K+].[K+].[C:39]1([CH2:45][CH2:46]Br)[CH:44]=[CH:43][CH:42]=[CH:41][CH:40]=1, predict the reaction product. (7) Given the reactants [Cl:1][C:2]1[CH:7]=[C:6]([O:8][CH2:9][C:10]([F:13])([F:12])[F:11])[CH:5]=[CH:4][C:3]=1[C:14](=O)[CH3:15].[CH3:17][C:18]([S@:21]([NH2:23])=[O:22])([CH3:20])[CH3:19], predict the reaction product. The product is: [Cl:1][C:2]1[CH:7]=[C:6]([O:8][CH2:9][C:10]([F:13])([F:12])[F:11])[CH:5]=[CH:4][C:3]=1[CH:14]([NH:23][S@@:21]([C:18]([CH3:20])([CH3:19])[CH3:17])=[O:22])[CH3:15]. (8) Given the reactants [OH:1][CH2:2][CH2:3][CH2:4][C:5]1[S:9][C:8]([C:10]([O:12][CH:13]([CH3:15])[CH3:14])=[O:11])=[CH:7][CH:6]=1.C(N(CC)CC)C.[S:23](Cl)([CH3:26])(=[O:25])=[O:24], predict the reaction product. The product is: [CH3:26][S:23]([O:1][CH2:2][CH2:3][CH2:4][C:5]1[S:9][C:8]([C:10]([O:12][CH:13]([CH3:15])[CH3:14])=[O:11])=[CH:7][CH:6]=1)(=[O:25])=[O:24].[S:23]([OH:1])(=[O:25])(=[O:24])[CH3:26]. (9) Given the reactants [OH-].[Na+].[OH:3][CH2:4][C:5]([NH:7][NH:8][C:9]([SH:12])=[N:10][CH3:11])=O.Cl, predict the reaction product. The product is: [SH:12][C:9]1[N:10]([CH3:11])[C:5]([CH2:4][OH:3])=[N:7][N:8]=1. (10) Given the reactants [CH2:1]([C:4]1[CH:5]=[C:6]([CH:37]=[CH:38][CH:39]=1)[CH2:7][C@@:8]([CH3:36])([C:17]([O:19][CH2:20][C:21]1[CH:26]=[C:25]([N:27]([CH3:32])[S:28]([CH3:31])(=[O:30])=[O:29])[N:24]=[C:23]([CH2:33][CH:34]=C)[CH:22]=1)=[O:18])[NH:9][C:10]([O:12][C:13]([CH3:16])([CH3:15])[CH3:14])=[O:11])[CH:2]=C, predict the reaction product. The product is: [CH3:36][C:8]1([NH:9][C:10](=[O:11])[O:12][C:13]([CH3:15])([CH3:14])[CH3:16])[CH2:7][C:6]2[CH:5]=[C:4]([CH:1]=[CH:2][CH:37]=2)[CH2:39][CH:38]=[CH:34][CH2:33][C:23]2=[CH:22][C:21](=[CH:26][C:25]([N:27]([CH3:32])[S:28]([CH3:31])(=[O:29])=[O:30])=[N:24]2)[CH2:20][O:19][C:17]1=[O:18].